Dataset: Reaction yield outcomes from USPTO patents with 853,638 reactions. Task: Predict the reaction yield, written as a fraction of the theoretical maximum amount of product (1.0 means a 100% yield; for example, 0.34 means a 34% yield). (1) The reactants are FC(F)(F)C(O)=O.[CH:8]([C:11]1[CH:15]=[CH:14][N:13]([CH2:16][C:17]([O:19]C(C)(C)C)=[O:18])[CH:12]=1)([CH3:10])[CH3:9]. The catalyst is ClCCl. The product is [CH:8]([C:11]1[CH:15]=[CH:14][N:13]([CH2:16][C:17]([OH:19])=[O:18])[CH:12]=1)([CH3:10])[CH3:9]. The yield is 0.690. (2) The reactants are [F:1][C:2]([F:8])([F:7])[C:3](OC)=[O:4].C(N(CC)CC)C.[C:16]([C:24]1[CH:35]=[CH:34][C:27]([CH2:28][C@@H:29]([C:31]([OH:33])=[O:32])[NH2:30])=[CH:26][CH:25]=1)(=[O:23])[C:17]1[CH:22]=[CH:21][CH:20]=[CH:19][CH:18]=1.Cl. The catalyst is CO.C(OCC)(=O)C. The product is [F:8][C:2]([F:1])([F:7])[C:3]([NH:30][C@H:29]([C:31]([OH:33])=[O:32])[CH2:28][C:27]1[CH:26]=[CH:25][C:24]([C:16](=[O:23])[C:17]2[CH:22]=[CH:21][CH:20]=[CH:19][CH:18]=2)=[CH:35][CH:34]=1)=[O:4]. The yield is 0.180. (3) The reactants are [NH2:1][C:2]1[CH:3]=[C:4]([C:9]2[N:13]=[C:12]([C:14]3[S:15][CH:16]=[CH:17][C:18]=3[Cl:19])[O:11][N:10]=2)[CH:5]=[CH:6][C:7]=1[Cl:8].C(N(CC)CC)C.Br[CH2:28][C:29](Br)=[O:30].[CH3:32][N:33]1[CH2:38][CH2:37][NH:36][CH2:35][CH2:34]1. The catalyst is O1CCCC1.C(O)C.ClCCl. The product is [Cl:8][C:7]1[CH:6]=[CH:5][C:4]([C:9]2[N:13]=[C:12]([C:14]3[S:15][CH:16]=[CH:17][C:18]=3[Cl:19])[O:11][N:10]=2)=[CH:3][C:2]=1[NH:1][C:29](=[O:30])[CH2:28][N:36]1[CH2:37][CH2:38][N:33]([CH3:32])[CH2:34][CH2:35]1. The yield is 0.840. (4) The reactants are [CH3:1][C:2]1[CH:7]=[CH:6][N:5]=[CH:4][C:3]=1[N:8]1[CH2:12][CH2:11][NH:10][C:9]1=[O:13].Br[C:15]1[CH:20]=[CH:19][C:18]([F:21])=[C:17]([O:22][CH3:23])[CH:16]=1.N[C@@H]1CCCC[C@H]1N.P([O-])([O-])([O-])=O.[K+].[K+].[K+]. The catalyst is [Cu](I)I.O1CCOCC1. The product is [F:21][C:18]1[CH:19]=[CH:20][C:15]([N:10]2[CH2:11][CH2:12][N:8]([C:3]3[CH:4]=[N:5][CH:6]=[CH:7][C:2]=3[CH3:1])[C:9]2=[O:13])=[CH:16][C:17]=1[O:22][CH3:23]. The yield is 0.667. (5) The reactants are Cl[C:2]1[C:11]2[C:6](=[CH:7][C:8]([O:12][CH3:13])=[CH:9][CH:10]=2)[N:5]=[C:4]([N:14]2[CH:18]=[CH:17][C:16]([NH:19][CH:20]([CH3:22])[CH3:21])=[N:15]2)[CH:3]=1.O.C([O-])(=[O:26])C.[Na+]. The catalyst is C(O)(=O)C. The product is [OH:26][C:2]1[C:11]2[C:6](=[CH:7][C:8]([O:12][CH3:13])=[CH:9][CH:10]=2)[N:5]=[C:4]([N:14]2[CH:18]=[CH:17][C:16]([NH:19][CH:20]([CH3:22])[CH3:21])=[N:15]2)[CH:3]=1. The yield is 0.190.